Task: Predict the product of the given reaction.. Dataset: Forward reaction prediction with 1.9M reactions from USPTO patents (1976-2016) (1) The product is: [Cl:17][C:18]1[C:19]([CH3:28])=[C:20]([S:24]([NH:1][C:2]2[S:3][CH:4]=[C:5]([C:7]3[CH:8]=[CH:9][C:10]([NH:13][C:14](=[O:16])[CH3:15])=[CH:11][CH:12]=3)[N:6]=2)(=[O:26])=[O:25])[CH:21]=[CH:22][CH:23]=1. Given the reactants [NH2:1][C:2]1[S:3][CH:4]=[C:5]([C:7]2[CH:12]=[CH:11][C:10]([NH:13][C:14](=[O:16])[CH3:15])=[CH:9][CH:8]=2)[N:6]=1.[Cl:17][C:18]1[C:19]([CH3:28])=[C:20]([S:24](Cl)(=[O:26])=[O:25])[CH:21]=[CH:22][CH:23]=1, predict the reaction product. (2) Given the reactants Br[C:2]1[N:3]=[N:4][N:5]([CH3:37])[C:6]=1[C:7]1[CH:19]=[N:18][C:17]2[C:16]3[CH:15]=[CH:14][C:13]([C:20]([OH:23])([CH3:22])[CH3:21])=[CH:12][C:11]=3[N:10]([C@@H:24]([CH:31]3[CH2:36][CH2:35][O:34][CH2:33][CH2:32]3)[C:25]3[CH:30]=[CH:29][CH:28]=[CH:27][CH:26]=3)[C:9]=2[CH:8]=1.[CH:38]1(B(O)O)[CH2:40][CH2:39]1.P([O-])([O-])([O-])=O.[K+].[K+].[K+], predict the reaction product. The product is: [CH:38]1([C:2]2[N:3]=[N:4][N:5]([CH3:37])[C:6]=2[C:7]2[CH:19]=[N:18][C:17]3[C:16]4[CH:15]=[CH:14][C:13]([C:20]([OH:23])([CH3:22])[CH3:21])=[CH:12][C:11]=4[N:10]([C@@H:24]([CH:31]4[CH2:36][CH2:35][O:34][CH2:33][CH2:32]4)[C:25]4[CH:26]=[CH:27][CH:28]=[CH:29][CH:30]=4)[C:9]=3[CH:8]=2)[CH2:40][CH2:39]1. (3) Given the reactants Br[C:2]1[N:3]=[C:4]2[S:10][C:9]([NH:11][C:12](=[O:16])[O:13][CH2:14][CH3:15])=[N:8][C:5]2=[N:6][CH:7]=1.CCN(CC)CC.[CH3:24][Si:25]([C:28]#[CH:29])([CH3:27])[CH3:26], predict the reaction product. The product is: [CH2:14]([O:13][C:12](=[O:16])[NH:11][C:9]1[S:10][C:4]2[C:5]([N:8]=1)=[N:6][CH:7]=[C:2]([C:29]#[C:28][Si:25]([CH3:27])([CH3:26])[CH3:24])[N:3]=2)[CH3:15]. (4) Given the reactants [CH3:1][O:2][C:3]1[CH:4]=[C:5]2[C:10](=[CH:11][C:12]=1[O:13][CH3:14])[N:9]=[CH:8][CH:7]=[C:6]2[O:15][C:16]1[CH:22]=[CH:21][C:19]([NH2:20])=[C:18]([O:23][CH3:24])[CH:17]=1.C(N(CC)CC)C.ClC(Cl)(O[C:36](=[O:42])OC(Cl)(Cl)Cl)Cl.[S:44]1[CH:48]=[CH:47][N:46]=[C:45]1[CH:49]([NH2:51])[CH3:50], predict the reaction product. The product is: [CH3:1][O:2][C:3]1[CH:4]=[C:5]2[C:10](=[CH:11][C:12]=1[O:13][CH3:14])[N:9]=[CH:8][CH:7]=[C:6]2[O:15][C:16]1[CH:22]=[CH:21][C:19]([NH:20][C:36]([NH:51][CH:49]([C:45]2[S:44][CH:48]=[CH:47][N:46]=2)[CH3:50])=[O:42])=[C:18]([O:23][CH3:24])[CH:17]=1. (5) The product is: [F:1][CH2:2][C@H:3]1[CH2:8][CH2:7][C@H:6]([NH2:9])[CH2:5][CH2:4]1. Given the reactants [F:1][CH2:2][C@H:3]1[CH2:8][CH2:7][C@H:6]([NH:9]C(=O)OCC2C=CC=CC=2)[CH2:5][CH2:4]1, predict the reaction product. (6) Given the reactants [CH3:1][O:2][C:3](=[O:26])/[C:4](/[NH:15][C:16]([O:18][CH2:19][C:20]1[CH:25]=[CH:24][CH:23]=[CH:22][CH:21]=1)=[O:17])=[CH:5]/[C:6]1[CH:11]=[C:10]([Br:12])[CH:9]=[CH:8][C:7]=1[O:13][CH3:14], predict the reaction product. The product is: [CH3:1][O:2][C:3](=[O:26])[C@@H:4]([NH:15][C:16]([O:18][CH2:19][C:20]1[CH:25]=[CH:24][CH:23]=[CH:22][CH:21]=1)=[O:17])[CH2:5][C:6]1[CH:11]=[C:10]([Br:12])[CH:9]=[CH:8][C:7]=1[O:13][CH3:14].